The task is: Regression. Given two drug SMILES strings and cell line genomic features, predict the synergy score measuring deviation from expected non-interaction effect.. This data is from NCI-60 drug combinations with 297,098 pairs across 59 cell lines. Drug 1: COC1=CC(=CC(=C1O)OC)C2C3C(COC3=O)C(C4=CC5=C(C=C24)OCO5)OC6C(C(C7C(O6)COC(O7)C8=CC=CS8)O)O. Drug 2: CCC1(CC2CC(C3=C(CCN(C2)C1)C4=CC=CC=C4N3)(C5=C(C=C6C(=C5)C78CCN9C7C(C=CC9)(C(C(C8N6C=O)(C(=O)OC)O)OC(=O)C)CC)OC)C(=O)OC)O.OS(=O)(=O)O. Cell line: SK-MEL-5. Synergy scores: CSS=42.5, Synergy_ZIP=3.02, Synergy_Bliss=2.91, Synergy_Loewe=2.24, Synergy_HSA=4.67.